Task: Binary Classification. Given a T-cell receptor sequence (or CDR3 region) and an epitope sequence, predict whether binding occurs between them.. Dataset: TCR-epitope binding with 47,182 pairs between 192 epitopes and 23,139 TCRs (1) The epitope is FPPTSFGPL. The TCR CDR3 sequence is CSVVGLVGYTYEQYF. Result: 1 (the TCR binds to the epitope). (2) The epitope is KAYNVTQAF. The TCR CDR3 sequence is CASSPSSYEQYF. Result: 1 (the TCR binds to the epitope). (3) The epitope is LVLSVNPYV. The TCR CDR3 sequence is CASSQDHNRGQGYTF. Result: 0 (the TCR does not bind to the epitope). (4) The epitope is KRWIIMGLNK. The TCR CDR3 sequence is CASSGQDSTQYF. Result: 0 (the TCR does not bind to the epitope). (5) The epitope is SGPLKAEIAQRLED. The TCR CDR3 sequence is CASSEFYEQYF. Result: 0 (the TCR does not bind to the epitope). (6) The epitope is KLGGALQAK. The TCR CDR3 sequence is CASSEQGDYGYTF. Result: 1 (the TCR binds to the epitope).